Binary Classification. Given a miRNA mature sequence and a target amino acid sequence, predict their likelihood of interaction. From a dataset of Experimentally validated miRNA-target interactions with 360,000+ pairs, plus equal number of negative samples. Result: 0 (no interaction). The protein sequence of the target gene is MARAWVCLAGAAFFLSCLVLHSRFCGSLVSRTFSFHVSWRMEDPLFRLDLGWPKNSEYFTGATFCVAVDSLNGLVYVAQRGDNIPKVLVFSEDGYFLRAWNYTVDTPHGMFVSGTPFEQSVWITDVGSGPYGHTVKKYNSLGDLVQVLGTPGKKGTGLNPLQFDNPAELYVDDTGEMYIVDGDGGLNNRLVKLSQDFMILWLRGENGTGPAKFNIPHSVTLDAVGRVWVADRGNKRLQVFDKDTGEWLGAWDNCFTEEGPSAVRFTPDGKYLIVAQLNLSRLSVLLAPPSGSIGDCSVVS.... The miRNA is hsa-miR-4494 with sequence CCAGACUGUGGCUGACCAGAGG.